Dataset: Forward reaction prediction with 1.9M reactions from USPTO patents (1976-2016). Task: Predict the product of the given reaction. (1) Given the reactants [Cl:1][C:2]1[CH:3]=[C:4]([CH2:8][CH2:9][NH:10][C:11]([C:13]2[N:14]=[C:15]([CH2:18][N:19]3C(=O)C4C(=CC=CC=4)C3=O)[O:16][CH:17]=2)=[O:12])[CH:5]=[CH:6][CH:7]=1.O.NN, predict the reaction product. The product is: [Cl:1][C:2]1[CH:3]=[C:4]([CH2:8][CH2:9][NH:10][C:11]([C:13]2[N:14]=[C:15]([CH2:18][NH2:19])[O:16][CH:17]=2)=[O:12])[CH:5]=[CH:6][CH:7]=1. (2) The product is: [Cl:35][C:24]([CH:21]1[CH2:22][CH2:23][N:18]([C:16]([O:15][CH2:14][CH:12]2[C:11]3[CH:10]=[CH:9][CH:8]=[CH:7][C:6]=3[C:5]3[C:13]2=[CH:1][CH:2]=[CH:3][CH:4]=3)=[O:17])[CH2:19][CH2:20]1)=[O:26]. Given the reactants [CH:1]1[C:13]2[CH:12]([CH2:14][O:15][C:16]([N:18]3[CH2:23][CH2:22][CH:21]([C:24]([OH:26])=O)[CH2:20][CH2:19]3)=[O:17])[C:11]3[C:6](=[CH:7][CH:8]=[CH:9][CH:10]=3)[C:5]=2[CH:4]=[CH:3][CH:2]=1.CN(C=O)C.C(Cl)(=O)C([Cl:35])=O, predict the reaction product. (3) The product is: [CH:22]1([C:20]([C:14]2[CH:15]=[C:16]([CH3:19])[CH:17]=[CH:18][C:13]=2[NH:12][C:10](=[O:11])[NH:9][C:6]2[S:7][CH:8]=[C:4]([CH2:3][CH2:2][NH:1][C:27](=[O:29])[CH3:28])[N:5]=2)=[O:21])[CH2:23][CH2:24][CH2:25][CH2:26]1. Given the reactants [NH2:1][CH2:2][CH2:3][C:4]1[N:5]=[C:6]([NH:9][C:10]([NH:12][C:13]2[CH:18]=[CH:17][C:16]([CH3:19])=[CH:15][C:14]=2[C:20]([CH:22]2[CH2:26][CH2:25][CH2:24][CH2:23]2)=[O:21])=[O:11])[S:7][CH:8]=1.[C:27](Cl)(=[O:29])[CH3:28].N1C=CC=CC=1, predict the reaction product. (4) Given the reactants [CH2:1]([O:3][C:4]([C@@H:6]1[CH2:8][C@H:7]1[C:9]1[CH:14]=[CH:13][C:12](Br)=[CH:11][CH:10]=1)=[O:5])[CH3:2].[B:16]1([B:16]2[O:20][C:19]([CH3:22])([CH3:21])[C:18]([CH3:24])([CH3:23])[O:17]2)[O:20][C:19]([CH3:22])([CH3:21])[C:18]([CH3:24])([CH3:23])[O:17]1, predict the reaction product. The product is: [CH2:1]([O:3][C:4]([C@@H:6]1[CH2:8][C@H:7]1[C:9]1[CH:14]=[CH:13][C:12]([B:16]2[O:20][C:19]([CH3:22])([CH3:21])[C:18]([CH3:24])([CH3:23])[O:17]2)=[CH:11][CH:10]=1)=[O:5])[CH3:2].